The task is: Predict the product of the given reaction.. This data is from Forward reaction prediction with 1.9M reactions from USPTO patents (1976-2016). (1) Given the reactants [NH2:1][C:2]1[CH:3]=[CH:4][C:5]([O:8][CH3:9])=[N:6][CH:7]=1.[I:10]I, predict the reaction product. The product is: [I:10][C:7]1[C:2]([NH2:1])=[CH:3][CH:4]=[C:5]([O:8][CH3:9])[N:6]=1. (2) The product is: [CH2:1]([N:3]([CH2:20][CH3:21])[CH2:4][CH2:5][N:6]1[CH2:12][CH2:11][CH2:10][CH:9]2[NH:13][C:14](/[CH:17]=[C:26]3\[C:27](=[O:32])[NH:28][C:29]4[C:25]\3=[CH:24][C:23]([F:22])=[CH:31][CH:30]=4)=[C:15]([CH3:16])[CH:8]2[C:7]1=[O:19])[CH3:2]. Given the reactants [CH2:1]([N:3]([CH2:20][CH3:21])[CH2:4][CH2:5][N:6]1[CH2:12][CH2:11][CH2:10][C:9]2[NH:13][C:14]([CH:17]=O)=[C:15]([CH3:16])[C:8]=2[C:7]1=[O:19])[CH3:2].[F:22][C:23]1[CH:24]=[C:25]2[C:29](=[CH:30][CH:31]=1)[NH:28][C:27](=[O:32])[CH2:26]2.N1CCCCC1, predict the reaction product. (3) Given the reactants [CH2:1]([C@H:8]1[CH2:12][O:11][C:10](=[O:13])[N:9]1[C:14](=[O:25])[CH2:15][CH2:16][CH2:17][CH2:18][C:19]1[CH:24]=[CH:23][CH:22]=[CH:21][CH:20]=1)[C:2]1[CH:7]=[CH:6][CH:5]=[CH:4][CH:3]=1.[CH3:26][Si]([N-][Si](C)(C)C)(C)C.[Li+].IC.OS([O-])(=O)=O.[K+], predict the reaction product. The product is: [CH2:1]([C@H:8]1[CH2:12][O:11][C:10](=[O:13])[N:9]1[C:14](=[O:25])[C@@H:15]([CH3:26])[CH2:16][CH2:17][CH2:18][C:19]1[CH:24]=[CH:23][CH:22]=[CH:21][CH:20]=1)[C:2]1[CH:3]=[CH:4][CH:5]=[CH:6][CH:7]=1. (4) Given the reactants [OH:1][C@H:2]([C:13]1[C:14]([CH3:23])=[C:15]2[C:19](=[CH:20][CH:21]=1)[C:18](=[O:22])[O:17][CH2:16]2)[CH2:3][N:4]1[CH2:9][CH2:8][CH:7]([C:10]([OH:12])=O)[CH2:6][CH2:5]1.[CH3:24][O:25][C:26]1[N:30]=[C:29]([NH2:31])[S:28][N:27]=1.CN(C(ON1N=NC2C=CC=NC1=2)=[N+](C)C)C.F[P-](F)(F)(F)(F)F.C(N(CC)CC)C, predict the reaction product. The product is: [OH:1][C@H:2]([C:13]1[C:14]([CH3:23])=[C:15]2[C:19](=[CH:20][CH:21]=1)[C:18](=[O:22])[O:17][CH2:16]2)[CH2:3][N:4]1[CH2:9][CH2:8][CH:7]([C:10]([NH:31][C:29]2[S:28][N:27]=[C:26]([O:25][CH3:24])[N:30]=2)=[O:12])[CH2:6][CH2:5]1. (5) Given the reactants [CH2:1]([C:3]1([S:6]([O-:9])(=O)=[O:7])[CH2:5][CH2:4]1)[CH3:2].[K+].S(Cl)([Cl:13])=O.O, predict the reaction product. The product is: [CH2:1]([C:3]1([S:6]([Cl:13])(=[O:9])=[O:7])[CH2:5][CH2:4]1)[CH3:2]. (6) Given the reactants [Cl:1][C:2]1[CH:3]=[C:4]([CH:25]=[CH:26][CH:27]=1)[CH2:5][NH:6][C:7]([C:9]1O[CH:11]=[C:12]([Br:24])[C:13](=[O:23])[C:14]=1[O:15][CH2:16][C:17]1[CH:22]=[CH:21][CH:20]=[CH:19][CH:18]=1)=[O:8].C(O)C.[NH2:31][CH2:32][CH2:33][OH:34], predict the reaction product. The product is: [Cl:1][C:2]1[CH:3]=[C:4]([CH:25]=[CH:26][CH:27]=1)[CH2:5][NH:6][C:7]([C:9]1[N:31]([CH2:32][CH2:33][OH:34])[CH:11]=[C:12]([Br:24])[C:13](=[O:23])[C:14]=1[O:15][CH2:16][C:17]1[CH:18]=[CH:19][CH:20]=[CH:21][CH:22]=1)=[O:8]. (7) Given the reactants C([C:5]1[CH:6]=[C:7](C2OC=C(CCO)N=2)[CH:8]=[C:9](C(C)(C)C)[C:10]=1[OH:11])(C)(C)C.C(NCC[C:31]1[CH:36]=[CH:35][C:34](O)=[CH:33][CH:32]=1)(=O)CC.C1(P(C2C=CC=CC=2)C2C=CC=CC=2)C=CC=CC=1.CCOC(/N=N/C(OCC)=O)=O, predict the reaction product. The product is: [C:31]1([O:11][C:10]2[CH:5]=[CH:6][CH:7]=[CH:8][CH:9]=2)[CH:36]=[CH:35][CH:34]=[CH:33][CH:32]=1.